This data is from Forward reaction prediction with 1.9M reactions from USPTO patents (1976-2016). The task is: Predict the product of the given reaction. (1) Given the reactants [F:1][C:2]([F:14])([F:13])[C:3]1[CH:8]=[CH:7][CH:6]=[CH:5][C:4]=1[CH2:9][C:10](Cl)=[O:11].[CH3:15][NH:16][C:17]1[C:18]([C:23]([O:25][CH3:26])=[O:24])=[N:19][CH:20]=[CH:21][CH:22]=1, predict the reaction product. The product is: [CH3:15][N:16]([C:10](=[O:11])[CH2:9][C:4]1[CH:5]=[CH:6][CH:7]=[CH:8][C:3]=1[C:2]([F:14])([F:13])[F:1])[C:17]1[C:18]([C:23]([O:25][CH3:26])=[O:24])=[N:19][CH:20]=[CH:21][CH:22]=1. (2) Given the reactants [Br-].[CH2:2]([P+](C1C=CC=CC=1)(C1C=CC=CC=1)C1C=CC=CC=1)[CH2:3][C:4]1[CH:9]=[CH:8][CH:7]=[CH:6][CH:5]=1.[Li]CCCC.[CH3:34][CH:35]([CH2:38][CH2:39][CH2:40][CH2:41][CH2:42][CH2:43][CH2:44][CH2:45][CH3:46])[CH:36]=O, predict the reaction product. The product is: [CH3:36][CH:35]([CH2:38][CH2:39][CH2:40][CH2:41][CH2:42][CH2:43][CH2:44][CH2:45][CH3:46])[CH:34]=[CH:2][CH2:3][C:4]1[CH:5]=[CH:6][CH:7]=[CH:8][CH:9]=1. (3) Given the reactants [NH2:1][C:2]1[CH:7]=[CH:6][N:5]=[CH:4][CH:3]=1.[F:8][C:9]([F:29])([F:28])[C:10]1[CH:15]=[CH:14][CH:13]=[CH:12][C:11]=1[C:16]1[CH:21]=[CH:20][N:19]2[N:22]=[CH:23][C:24]([C:25](O)=[O:26])=[C:18]2[N:17]=1.N1C=CC=CC=1.CN(C(ON1N=NC2C=CC=NC1=2)=[N+](C)C)C.F[P-](F)(F)(F)(F)F, predict the reaction product. The product is: [N:5]1[CH:6]=[CH:7][C:2]([NH:1][C:25]([C:24]2[CH:23]=[N:22][N:19]3[CH:20]=[CH:21][C:16]([C:11]4[CH:12]=[CH:13][CH:14]=[CH:15][C:10]=4[C:9]([F:29])([F:8])[F:28])=[N:17][C:18]=23)=[O:26])=[CH:3][CH:4]=1. (4) Given the reactants O.[OH-].[Li+].[N:4]1([C:8]([C:10]2[N:11]=[CH:12][C:13]([O:16][C:17]3[CH:18]=[C:19]([CH:24]=[C:25]([O:27][C@@H:28]([CH3:34])[CH2:29][O:30][CH:31]([F:33])[F:32])[CH:26]=3)[C:20]([O:22]C)=[O:21])=[N:14][CH:15]=2)=[O:9])[CH2:7][CH2:6][CH2:5]1, predict the reaction product. The product is: [N:4]1([C:8]([C:10]2[N:11]=[CH:12][C:13]([O:16][C:17]3[CH:18]=[C:19]([CH:24]=[C:25]([O:27][C@@H:28]([CH3:34])[CH2:29][O:30][CH:31]([F:32])[F:33])[CH:26]=3)[C:20]([OH:22])=[O:21])=[N:14][CH:15]=2)=[O:9])[CH2:5][CH2:6][CH2:7]1. (5) Given the reactants [CH3:1][C:2]1[CH:3]=[C:4]([CH:9]=[C:10]([CH3:13])[C:11]=1[OH:12])[C:5]([O:7][CH3:8])=[O:6].[C:14](OC(=O)C)(=[O:16])[CH3:15], predict the reaction product. The product is: [C:14]([O:12][C:11]1[C:10]([CH3:13])=[CH:9][C:4]([C:5]([O:7][CH3:8])=[O:6])=[CH:3][C:2]=1[CH3:1])(=[O:16])[CH3:15].